From a dataset of Forward reaction prediction with 1.9M reactions from USPTO patents (1976-2016). Predict the product of the given reaction. (1) Given the reactants [NH2:1][C:2]1[CH:10]=[CH:9][C:8]([Br:11])=[CH:7][C:3]=1[C:4]([OH:6])=O.[CH3:12]OC(OC)OC.C(O)(=O)C.[NH2:23][C:24]1[CH:25]=[C:26]([CH:31]=[CH:32][C:33]=1[CH3:34])[C:27]([O:29][CH3:30])=[O:28], predict the reaction product. The product is: [Br:11][C:8]1[CH:7]=[C:3]2[C:2](=[CH:10][CH:9]=1)[N:1]=[CH:12][N:23]([C:24]1[CH:25]=[C:26]([CH:31]=[CH:32][C:33]=1[CH3:34])[C:27]([O:29][CH3:30])=[O:28])[C:4]2=[O:6]. (2) Given the reactants [Cl:1][C:2]1[CH:3]=[CH:4][C:5]([F:23])=[C:6]([C:8]2[CH:13]=[CH:12][C:11]([CH2:14]O)=[CH:10][C:9]=2[C:16]2[C:20]([CH3:22])([CH3:21])[CH2:19][CH2:18][CH:17]=2)[CH:7]=1.CN(C=O)C.S(Cl)([Cl:31])=O, predict the reaction product. The product is: [Cl:1][C:2]1[CH:3]=[CH:4][C:5]([F:23])=[C:6]([C:8]2[CH:13]=[CH:12][C:11]([CH2:14][Cl:31])=[CH:10][C:9]=2[C:16]2[C:20]([CH3:22])([CH3:21])[CH2:19][CH2:18][CH:17]=2)[CH:7]=1. (3) Given the reactants [C:1]([C:3]1(O)[C:12]2([CH3:13])[C:7]([C:8]([CH3:15])([CH3:14])[CH2:9][CH2:10][CH2:11]2)=[CH:6][CH2:5][CH:4]1[CH3:16])#[CH:2].[OH-:18].[Na+], predict the reaction product. The product is: [CH3:16][C:4]1[CH2:5][CH:6]=[C:7]2[C:12]([CH3:13])([CH2:11][CH2:10][CH2:9][C:8]2([CH3:15])[CH3:14])[C:3]=1[CH2:1][CH:2]=[O:18]. (4) Given the reactants [CH3:1][O:2][C:3]1[CH:20]=[C:19]([O:21][CH3:22])[CH:18]=[CH:17][C:4]=1[CH2:5][N:6]([CH2:10][CH:11]1[O:15][C:14](=[O:16])[NH:13][CH2:12]1)[C:7](=[O:9])[CH3:8].Br[C:24]1[CH:25]=[CH:26][C:27]2[C:33](=[O:34])[CH2:32][CH2:31][CH2:30][S:29][C:28]=2[CH:35]=1.N[C@@H]1CCCC[C@H]1N.C(=O)([O-])[O-].[K+].[K+], predict the reaction product. The product is: [CH3:1][O:2][C:3]1[CH:20]=[C:19]([O:21][CH3:22])[CH:18]=[CH:17][C:4]=1[CH2:5][N:6]([CH2:10][CH:11]1[O:15][C:14](=[O:16])[N:13]([C:24]2[CH:25]=[CH:26][C:27]3[C:33](=[O:34])[CH2:32][CH2:31][CH2:30][S:29][C:28]=3[CH:35]=2)[CH2:12]1)[C:7](=[O:9])[CH3:8]. (5) Given the reactants [CH3:1][C@H:2]([C:15]([OH:17])=O)[C:3]1[CH:4]=[CH:5][C:6]2[CH:7]=[C:8]([O:13][CH3:14])[CH:9]=[CH:10][C:11]=2[CH:12]=1.[SH:18][CH2:19][CH2:20][CH2:21][CH2:22][OH:23].Cl.CN(C)CCCN=C=NCC, predict the reaction product. The product is: [OH:23][CH2:22][CH2:21][CH2:20][CH2:19][S:18][C:15](=[O:17])[C@H:2]([C:3]1[CH:4]=[CH:5][C:6]2[C:11](=[CH:10][CH:9]=[C:8]([O:13][CH3:14])[CH:7]=2)[CH:12]=1)[CH3:1].